Dataset: Peptide-MHC class I binding affinity with 185,985 pairs from IEDB/IMGT. Task: Regression. Given a peptide amino acid sequence and an MHC pseudo amino acid sequence, predict their binding affinity value. This is MHC class I binding data. (1) The peptide sequence is RRWIQLGLQK. The MHC is HLA-A26:01 with pseudo-sequence HLA-A26:01. The binding affinity (normalized) is 0. (2) The peptide sequence is LMDCIMFDAA. The MHC is HLA-A02:01 with pseudo-sequence HLA-A02:01. The binding affinity (normalized) is 0.410. (3) The peptide sequence is FMKVKFEAL. The MHC is HLA-A11:01 with pseudo-sequence HLA-A11:01. The binding affinity (normalized) is 0.0847.